From a dataset of Catalyst prediction with 721,799 reactions and 888 catalyst types from USPTO. Predict which catalyst facilitates the given reaction. (1) Reactant: [H-].[Na+].[OH:3][C:4]1[C:5]2[N:6]([C:17]([CH3:21])=[C:18]([CH3:20])[N:19]=2)[CH:7]=[C:8]([N:10]2[CH:15]=[CH:14][CH:13]=[CH:12][C:11]2=[O:16])[CH:9]=1.Br[CH2:23][C:24]1[CH:29]=[CH:28][C:27]([F:30])=[CH:26][CH:25]=1. Product: [F:30][C:27]1[CH:28]=[CH:29][C:24]([CH2:23][O:3][C:4]2[C:5]3[N:6]([C:17]([CH3:21])=[C:18]([CH3:20])[N:19]=3)[CH:7]=[C:8]([N:10]3[CH:15]=[CH:14][CH:13]=[CH:12][C:11]3=[O:16])[CH:9]=2)=[CH:25][CH:26]=1. The catalyst class is: 9. (2) Reactant: [NH2:1][C:2]1[CH:3]=[N:4][C:5]2[C:10]([CH:11]=1)=[CH:9][CH:8]=[CH:7][CH:6]=2.[N:12]([O-])=O.[Na+].F[B-](F)(F)F.[H+]. Product: [N+:1](=[C:2]1[CH:11]=[C:10]2[C:5]([CH:6]=[CH:7][CH:8]=[CH:9]2)=[N:4][CH2:3]1)=[N-:12]. The catalyst class is: 126.